From a dataset of Full USPTO retrosynthesis dataset with 1.9M reactions from patents (1976-2016). Predict the reactants needed to synthesize the given product. (1) Given the product [CH3:25][C:4]1[N:3]=[C:2]([NH:6][C:7]([C:9]2[C:17]3[C:12](=[CH:13][C:14]([CH2:18][OH:19])=[CH:15][CH:16]=3)[N:11]([CH2:20][CH:21]3[CH2:23][CH2:22]3)[CH:10]=2)=[O:8])[S:1][CH:5]=1, predict the reactants needed to synthesize it. The reactants are: [S:1]1[CH:5]=[CH:4][N:3]=[C:2]1[NH:6][C:7]([C:9]1[C:17]2[C:12](=[CH:13][C:14]([CH2:18][OH:19])=[CH:15][CH:16]=2)[N:11]([CH2:20][CH:21]2[CH2:23][CH2:22]2)[CH:10]=1)=[O:8].N[C:25]1SC=C(C)N=1. (2) Given the product [F:1][C:2]1[CH:7]=[C:6]([NH2:8])[CH:5]=[CH:4][C:3]=1[O:11][C:12]1[CH:17]=[CH:16][CH:15]=[CH:14][CH:13]=1, predict the reactants needed to synthesize it. The reactants are: [F:1][C:2]1[CH:7]=[C:6]([N+:8]([O-])=O)[CH:5]=[CH:4][C:3]=1[O:11][C:12]1[CH:17]=[CH:16][CH:15]=[CH:14][CH:13]=1.